Predict the reaction yield, written as a fraction of the theoretical maximum amount of product (1.0 means a 100% yield; for example, 0.34 means a 34% yield). From a dataset of Reaction yield outcomes from USPTO patents with 853,638 reactions. (1) The reactants are C[O:2][C:3](=O)[C:4]1[CH:9]=[CH:8][CH:7]=[C:6]([C:10]#[N:11])[CH:5]=1.O.[NH2:14][NH2:15]. The catalyst is C(O)C. The product is [C:10]([C:6]1[CH:5]=[C:4]([CH:9]=[CH:8][CH:7]=1)[C:3]([NH:14][NH2:15])=[O:2])#[N:11]. The yield is 0.510. (2) The reactants are F[C:2]1[CH:7]=[CH:6][C:5]([N+:8]([O-:10])=[O:9])=[CH:4][C:3]=1[C:11]1[CH:16]=[C:15]([N+:17]([O-:19])=[O:18])[CH:14]=[CH:13][C:12]=1F.[CH2:21]([OH:27])[CH2:22][CH2:23][CH2:24][CH2:25][CH3:26].[OH-:28].[K+].[I-].[K+]. The catalyst is CC(N(C)C)=O. The product is [CH2:21]([O:27][C:2]1[CH:7]=[CH:6][C:5]([N+:8]([O-:10])=[O:9])=[CH:4][C:3]=1[C:11]1[CH:16]=[C:15]([N+:17]([O-:19])=[O:18])[CH:14]=[CH:13][C:12]=1[O:28][CH2:6][CH2:7][CH2:2][CH2:3][CH2:4][CH3:5])[CH2:22][CH2:23][CH2:24][CH2:25][CH3:26]. The yield is 0.558. (3) The reactants are [Br:1][C:2]1[S:3][CH:4]=[CH:5][CH:6]=1.C([N-]C(C)C)(C)C.[Li+].C(NC(C)C)(C)C.[Li]CCCC.CC[O:29][C:30]([CH:32]([F:34])[F:33])=O. The catalyst is C1COCC1. The product is [Br:1][C:2]1[S:3][C:4]([C:30](=[O:29])[CH:32]([F:34])[F:33])=[CH:5][CH:6]=1. The yield is 0.690. (4) The reactants are [CH2:1]([O:8][C:9]([NH:11][C@@H:12]([CH2:16][CH:17]1[CH2:22][CH2:21][CH2:20][CH2:19][CH2:18]1)[C:13]([OH:15])=O)=[O:10])[C:2]1[CH:7]=[CH:6][CH:5]=[CH:4][CH:3]=1.Cl.CN(C)CCCN=C=NCC.O.ON1C2C=CC=CC=2N=N1.[CH2:46]([CH2:48][NH2:49])[OH:47]. The catalyst is C(Cl)Cl. The product is [CH2:1]([O:8][C:9](=[O:10])[NH:11][C@H:12]([C:13](=[O:15])[NH:49][CH2:48][CH2:46][OH:47])[CH2:16][CH:17]1[CH2:22][CH2:21][CH2:20][CH2:19][CH2:18]1)[C:2]1[CH:3]=[CH:4][CH:5]=[CH:6][CH:7]=1. The yield is 0.280. (5) The reactants are [CH3:1][C:2]1[CH:7]=[CH:6][C:5]([C:8]2[O:12][N:11]=[CH:10][C:9]=2[CH2:13][CH2:14][C:15](OC)=[O:16])=[CH:4][CH:3]=1.[H-].C([Al+]CC(C)C)C(C)C.O.O.O.O.O.O.O.O.O.O.[O-]S([O-])(=O)=O.[Na+].[Na+]. The catalyst is O1CCCC1. The product is [CH3:1][C:2]1[CH:3]=[CH:4][C:5]([C:8]2[O:12][N:11]=[CH:10][C:9]=2[CH2:13][CH2:14][CH2:15][OH:16])=[CH:6][CH:7]=1. The yield is 0.860. (6) The product is [CH3:1][C:2]1[O:6][C:5]([C:7]2[CH:8]=[CH:9][CH:10]=[CH:11][CH:12]=2)=[N:4][C:3]=1[CH2:13][O:14][C:15]1[CH:32]=[CH:31][C:18]([CH2:19][O:20][C:21]2[CH:22]=[C:23]([CH2:27][OH:28])[CH:24]=[N:25][CH:26]=2)=[CH:17][CH:16]=1. The reactants are [CH3:1][C:2]1[O:6][C:5]([C:7]2[CH:12]=[CH:11][CH:10]=[CH:9][CH:8]=2)=[N:4][C:3]=1[CH2:13][O:14][C:15]1[CH:32]=[CH:31][C:18]([CH2:19][O:20][C:21]2[CH:22]=[C:23]([C:27](OC)=[O:28])[CH:24]=[N:25][CH:26]=2)=[CH:17][CH:16]=1.[BH4-].[Na+].O1CCCC1.CO. The yield is 0.940. The catalyst is O.